Dataset: Forward reaction prediction with 1.9M reactions from USPTO patents (1976-2016). Task: Predict the product of the given reaction. The product is: [NH2:19][C:18]1[N:17]=[CH:16][N:15]=[C:14]2[N:10]([CH:8]([C:6]3[C:5]([O:21][CH2:22][CH3:23])=[C:4](/[CH:47]=[CH:46]/[C:45]([O:49][CH3:50])=[O:48])[C:3]([CH3:25])=[C:2]([Cl:1])[CH:7]=3)[CH3:9])[N:11]=[C:12]([CH3:20])[C:13]=12. Given the reactants [Cl:1][C:2]1[C:3]([CH3:25])=[C:4](I)[C:5]([O:21][CH2:22][CH3:23])=[C:6]([CH:8]([N:10]2[C:14]3=[N:15][CH:16]=[N:17][C:18]([NH2:19])=[C:13]3[C:12]([CH3:20])=[N:11]2)[CH3:9])[CH:7]=1.C1(P(C2C=CC=CC=2)C2C=CC=CC=2)C=CC=CC=1.[C:45]([O:49][CH3:50])(=[O:48])[CH:46]=[CH2:47].C(N(CC)CC)C, predict the reaction product.